This data is from Forward reaction prediction with 1.9M reactions from USPTO patents (1976-2016). The task is: Predict the product of the given reaction. (1) Given the reactants [CH3:1][C:2]1[N:3]=[C:4]([C:17]2[CH:22]=[CH:21][CH:20]=[CH:19][CH:18]=2)[S:5][C:6]=1[C:7]1[CH:8]=[C:9]2[C:13](=[CH:14][CH:15]=1)[NH:12][C:11](=[O:16])[CH2:10]2.[CH2:23]([O:25][C:26](Cl)=[O:27])[CH3:24].C(=O)([O-])[O-].[NH4+].[NH4+].O, predict the reaction product. The product is: [CH2:23]([O:25][C:26]([N:12]1[C:13]2[C:9](=[CH:8][C:7]([C:6]3[S:5][C:4]([C:17]4[CH:22]=[CH:21][CH:20]=[CH:19][CH:18]=4)=[N:3][C:2]=3[CH3:1])=[CH:15][CH:14]=2)[CH2:10][C:11]1=[O:16])=[O:27])[CH3:24]. (2) Given the reactants Cl[C:2]([O:5]C(=O)OC(Cl)(Cl)Cl)(Cl)Cl.[NH2:13][C:14]1[CH:15]=[CH:16][CH:17]=[C:18]2[C:22]=1[CH:21]1[CH2:23][CH2:24][CH2:25][CH2:26][N:20]1[C:19]2=[O:27].[CH3:28][O:29][C:30](=[O:38])[C:31]1[CH:36]=[CH:35][CH:34]=[N:33][C:32]=1[NH2:37].[N-]=C=O, predict the reaction product. The product is: [CH3:28][O:29][C:30](=[O:38])[C:31]1[CH:36]=[CH:35][CH:34]=[N:33][C:32]=1[NH:37][C:2]([NH:13][C:14]1[CH:15]=[CH:16][CH:17]=[C:18]2[C:22]=1[CH:21]1[CH2:23][CH2:24][CH2:25][CH2:26][N:20]1[C:19]2=[O:27])=[O:5]. (3) Given the reactants C(OC([NH:8][CH2:9][CH2:10][C:11]([CH:19]1[CH2:22][N:21]([C:23]([O:25][C:26]([CH3:29])([CH3:28])[CH3:27])=[O:24])[CH2:20]1)([C:17]#[N:18])[C:12](OCC)=[O:13])=O)(C)(C)C.[H-].[Na+].C(=O)([O-])O.[Na+], predict the reaction product. The product is: [C:17]([C:11]1([CH:19]2[CH2:22][N:21]([C:23]([O:25][C:26]([CH3:29])([CH3:28])[CH3:27])=[O:24])[CH2:20]2)[CH2:10][CH2:9][NH:8][C:12]1=[O:13])#[N:18]. (4) Given the reactants Cl[C:2]1[C:11]2[C:6](=[CH:7][C:8]([O:12][CH3:13])=[CH:9][CH:10]=2)[CH:5]=[C:4]([NH:14][C:15]2[CH:19]=[C:18]([CH3:20])[NH:17][N:16]=2)[N:3]=1.[CH:21]1([Mg]Br)[CH2:26][CH2:25][CH2:24][CH2:23][CH2:22]1, predict the reaction product. The product is: [CH:21]1([C:2]2[C:11]3[C:6](=[CH:7][C:8]([O:12][CH3:13])=[CH:9][CH:10]=3)[CH:5]=[C:4]([NH:14][C:15]3[CH:19]=[C:18]([CH3:20])[NH:17][N:16]=3)[N:3]=2)[CH2:26][CH2:25][CH2:24][CH2:23][CH2:22]1. (5) Given the reactants [CH3:1][N:2]([CH3:27])[CH2:3][CH2:4][S:5]([CH2:8][CH:9]([CH2:20][C:21]1[CH:26]=[CH:25][CH:24]=[CH:23][CH:22]=1)[C:10]([O:12]CC1C=CC=CC=1)=[O:11])(=[O:7])=[O:6], predict the reaction product. The product is: [CH3:27][N:2]([CH3:1])[CH2:3][CH2:4][S:5]([CH2:8][CH:9]([CH2:20][C:21]1[CH:22]=[CH:23][CH:24]=[CH:25][CH:26]=1)[C:10]([OH:12])=[O:11])(=[O:7])=[O:6].